Dataset: Full USPTO retrosynthesis dataset with 1.9M reactions from patents (1976-2016). Task: Predict the reactants needed to synthesize the given product. (1) Given the product [Cl:9][C:6]1[N:5]=[CH:4][C:3]([C:10]([N:12]2[CH2:17][CH2:16][CH:15]([C:18]3[CH:23]=[CH:22][C:21]([F:24])=[CH:20][CH:19]=3)[CH2:14][CH2:13]2)=[O:11])=[C:2]([NH:29][C:28]2[CH:30]=[CH:31][C:32]([F:33])=[C:26]([F:25])[CH:27]=2)[C:7]=1[CH3:8], predict the reactants needed to synthesize it. The reactants are: Cl[C:2]1[C:7]([CH3:8])=[C:6]([Cl:9])[N:5]=[CH:4][C:3]=1[C:10]([N:12]1[CH2:17][CH2:16][CH:15]([C:18]2[CH:23]=[CH:22][C:21]([F:24])=[CH:20][CH:19]=2)[CH2:14][CH2:13]1)=[O:11].[F:25][C:26]1[CH:27]=[C:28]([CH:30]=[CH:31][C:32]=1[F:33])[NH2:29]. (2) Given the product [CH2:1]([O:3][C:4]([C:6]1[N:7]=[C:8]([Br:25])[N:9]2[C:18]3[C:13](=[CH:14][C:15]([O:23][CH3:24])=[C:16]([O:19][CH:20]([CH3:21])[CH3:22])[CH:17]=3)[CH2:12][CH2:11][C:10]=12)=[O:5])[CH3:2], predict the reactants needed to synthesize it. The reactants are: [CH2:1]([O:3][C:4]([C:6]1[N:7]=[CH:8][N:9]2[C:18]3[C:13](=[CH:14][C:15]([O:23][CH3:24])=[C:16]([O:19][CH:20]([CH3:22])[CH3:21])[CH:17]=3)[CH2:12][CH2:11][C:10]=12)=[O:5])[CH3:2].[Br:25]N1C(=O)CCC1=O. (3) Given the product [N:46]1([CH2:51][CH2:52][CH2:53][NH:54][C:27]([NH:22][CH2:21][C@@H:19]2[CH2:20][C@H:18]2[CH2:17][N:14]2[CH2:15][CH2:16][N:11]([C:10]3[C:6]4[CH:5]=[CH:4][C:3]([C:2]([F:24])([F:1])[F:25])=[CH:23][C:7]=4[S:8][CH:9]=3)[CH2:12][CH2:13]2)=[O:28])[CH:50]=[CH:49][N:48]=[CH:47]1, predict the reactants needed to synthesize it. The reactants are: [F:1][C:2]([F:25])([F:24])[C:3]1[CH:4]=[CH:5][C:6]2[C:10]([N:11]3[CH2:16][CH2:15][N:14]([CH2:17][C@@H:18]4[CH2:20][C@H:19]4[CH2:21][NH2:22])[CH2:13][CH2:12]3)=[CH:9][S:8][C:7]=2[CH:23]=1.Cl[C:27](OC1C=CC([N+]([O-])=O)=CC=1)=[O:28].CCN(CC)CC.[N:46]1([CH2:51][CH2:52][CH2:53][NH2:54])[CH:50]=[CH:49][N:48]=[CH:47]1. (4) The reactants are: [CH3:1][O:2][C:3]1[CH:26]=[CH:25][C:6]([CH2:7][N:8]2[C:17](=[O:18])[C:16]3[N:15]=[CH:14][C:13]([C:19](OCC)=[O:20])=[C:12]([OH:24])[C:11]=3[CH:10]=[CH:9]2)=[CH:5][CH:4]=1.[H-].[Al+3].[Li+].[H-].[H-].[H-]. Given the product [CH3:1][O:2][C:3]1[CH:4]=[CH:5][C:6]([CH2:7][N:8]2[C:17](=[O:18])[C:16]3[N:15]=[CH:14][C:13]([CH2:19][OH:20])=[C:12]([OH:24])[C:11]=3[CH:10]=[CH:9]2)=[CH:25][CH:26]=1, predict the reactants needed to synthesize it. (5) The reactants are: [CH3:1][C:2]1[C:7]([N+:8]([O-])=O)=[C:6]([NH2:11])[CH:5]=[C:4]([N:12]2[CH2:17][CH2:16][O:15][CH2:14][CH2:13]2)[N:3]=1.[H][H].[I:20][C:21]1[CH:26]=[CH:25][N:24]=[C:23]([O:27][CH3:28])[C:22]=1[CH:29]=O. Given the product [I:20][C:21]1[CH:26]=[CH:25][N:24]=[C:23]([O:27][CH3:28])[C:22]=1[C:29]1[NH:11][C:6]2[CH:5]=[C:4]([N:12]3[CH2:17][CH2:16][O:15][CH2:14][CH2:13]3)[N:3]=[C:2]([CH3:1])[C:7]=2[N:8]=1, predict the reactants needed to synthesize it. (6) Given the product [CH2:7]([O:9][C:10](=[O:27])[CH2:11][N:12]1[CH2:16][C:15](=[CH2:1])[C@@H:14]([NH:18][C:19]([C:21]2[S:22][C:23]([Cl:26])=[CH:24][CH:25]=2)=[O:20])[CH2:13]1)[CH3:8], predict the reactants needed to synthesize it. The reactants are: [CH3:1]C([O-])(C)C.[K+].[CH2:7]([O:9][C:10](=[O:27])[CH2:11][N:12]1[CH2:16][C:15](=O)[C@@H:14]([NH:18][C:19]([C:21]2[S:22][C:23]([Cl:26])=[CH:24][CH:25]=2)=[O:20])[CH2:13]1)[CH3:8]. (7) The reactants are: [I:1][C:2]1[C:3](=[O:10])[N:4]=[C:5]([O:8][CH3:9])[NH:6][CH:7]=1.N12CCCN=C1CCCCC2.[CH3:22][C:23]1[CH:24]=[CH:25][C:26]([NH:29][C:30]2[CH:35]=[CH:34][C:33](O)=[CH:32][CH:31]=2)=[N:27][CH:28]=1. Given the product [I:1][C:2]1[C:3]([O:10][C:33]2[CH:32]=[CH:31][C:30]([NH:29][C:26]3[CH:25]=[CH:24][C:23]([CH3:22])=[CH:28][N:27]=3)=[CH:35][CH:34]=2)=[N:4][C:5]([O:8][CH3:9])=[N:6][CH:7]=1, predict the reactants needed to synthesize it. (8) Given the product [O:11]=[C:2]([CH2:3][CH3:4])[C:5]([O-:7])=[O:6].[NH2:1][C:2]1([C:5]([O-:7])=[O:6])[CH2:4][CH2:3]1.[NH2:1][C:2]1([C:5]([OH:7])=[O:6])[CH2:4][CH2:3]1, predict the reactants needed to synthesize it. The reactants are: [NH2:1][C:2]1([C:5]([OH:7])=[O:6])[CH2:4][CH2:3]1.C(CN)CC(O)=[O:11].CC1C(O)=C(C=O)C(COP(O)(O)=O)=CN=1. (9) Given the product [CH2:1]([N:5]([CH3:6])[C:18](=[O:20])[CH2:17][CH2:16][CH2:15][CH2:14][CH2:13][CH2:12][CH2:11][CH2:10][CH2:9][CH2:8][Br:7])[CH2:2][CH2:3][CH3:4], predict the reactants needed to synthesize it. The reactants are: [CH2:1]([NH:5][CH3:6])[CH2:2][CH2:3][CH3:4].[Br:7][CH2:8][CH2:9][CH2:10][CH2:11][CH2:12][CH2:13][CH2:14][CH2:15][CH2:16][CH2:17][C:18]([OH:20])=O.Cl.CN(C)CCCN=C=NCC. (10) Given the product [C:19]([NH:1][C:2]1[CH:18]=[CH:17][C:5]([O:6][C:7]2[CH:15]=[C:14]([Br:16])[CH:13]=[CH:12][C:8]=2[C:9]([OH:11])=[O:10])=[CH:4][CH:3]=1)(=[O:21])[CH3:20], predict the reactants needed to synthesize it. The reactants are: [NH2:1][C:2]1[CH:18]=[CH:17][C:5]([O:6][C:7]2[CH:15]=[C:14]([Br:16])[CH:13]=[CH:12][C:8]=2[C:9]([OH:11])=[O:10])=[CH:4][CH:3]=1.[C:19](Cl)(=[O:21])[CH3:20].C(N(CC)CC)C.